Task: Predict the reaction yield, written as a fraction of the theoretical maximum amount of product (1.0 means a 100% yield; for example, 0.34 means a 34% yield).. Dataset: Reaction yield outcomes from USPTO patents with 853,638 reactions (1) The reactants are [Cl:1][C:2]1[C:3]([F:21])=[C:4]2[CH:10]=[CH:9][N:8]([Si](C(C)C)(C(C)C)C(C)C)[C:5]2=[N:6][CH:7]=1.CCCC[N+](CCCC)(CCCC)CCCC.[F-].C(Cl)Cl. The catalyst is C1COCC1. The product is [Cl:1][C:2]1[C:3]([F:21])=[C:4]2[CH:10]=[CH:9][NH:8][C:5]2=[N:6][CH:7]=1. The yield is 0.890. (2) The reactants are [Cl:1][C:2]1[N:3]=[CH:4][C:5]2[CH:10]=[CH:9][NH:8][C:6]=2[N:7]=1.C(=O)([O-])[O-].[K+].[K+].CC1C=CC(S(O[CH2:28][CH:29]2[CH2:33][O:32][C:31]([CH3:35])([CH3:34])[O:30]2)(=O)=O)=CC=1. The catalyst is CN(C=O)C.C(OCC)(=O)C. The product is [Cl:1][C:2]1[N:3]=[CH:4][C:5]2[CH:10]=[CH:9][N:8]([CH2:28][CH:29]3[CH2:33][O:32][C:31]([CH3:35])([CH3:34])[O:30]3)[C:6]=2[N:7]=1. The yield is 0.740. (3) The reactants are [NH2:1][C:2]1[CH:7]=[CH:6][C:5]([C:8]2[CH:13]=[CH:12][C:11]([S:14]([N:17]([CH3:26])[C@H:18]([C:22]([O:24][CH3:25])=[O:23])[CH:19]([CH3:21])[CH3:20])(=[O:16])=[O:15])=[CH:10][CH:9]=2)=[CH:4][CH:3]=1.[F:27][C:28]1[CH:29]=[C:30]([CH2:35][C:36](O)=[O:37])[CH:31]=[C:32]([F:34])[CH:33]=1.Cl.CN(C)CCCN=C=NCC. The catalyst is ClCCl.CN(C)C1C=CN=CC=1. The product is [F:27][C:28]1[CH:29]=[C:30]([CH2:35][C:36]([NH:1][C:2]2[CH:7]=[CH:6][C:5]([C:8]3[CH:9]=[CH:10][C:11]([S:14]([N:17]([CH3:26])[C@H:18]([C:22]([O:24][CH3:25])=[O:23])[CH:19]([CH3:21])[CH3:20])(=[O:16])=[O:15])=[CH:12][CH:13]=3)=[CH:4][CH:3]=2)=[O:37])[CH:31]=[C:32]([F:34])[CH:33]=1. The yield is 0.580. (4) The reactants are [C:1]([C:4]1[CH:9]=[N:8][N:7]2[CH:10]=[C:11]([C:13]3[O:17][N:16]=[C:15]([CH3:18])[CH:14]=3)[CH:12]=[C:6]2[C:5]=1[NH:19][C@H:20]1[C@@H:24]([CH2:25][CH3:26])[CH2:23][N:22](C(OC(C)(C)C)=O)[CH2:21]1)(=[O:3])[NH2:2].Cl.O1CCOCC1. The catalyst is ClCCl. The product is [CH2:25]([C@H:24]1[CH2:23][NH:22][CH2:21][C@H:20]1[NH:19][C:5]1[C:6]2[N:7]([CH:10]=[C:11]([C:13]3[O:17][N:16]=[C:15]([CH3:18])[CH:14]=3)[CH:12]=2)[N:8]=[CH:9][C:4]=1[C:1]([NH2:2])=[O:3])[CH3:26]. The yield is 0.980. (5) The reactants are [CH2:1]1C[O:4][CH2:3][CH2:2]1.Cl[C:7]1[N:26]=[C:25]([Cl:27])[CH:24]=[CH:23][C:8]=1[C:9]([NH:11][CH:12]1[CH:19]2[CH2:20][CH:15]3[CH2:16][C:17]([OH:22])([CH2:21][CH:13]1[CH2:14]3)[CH2:18]2)=[O:10]. The catalyst is CCOC(C)=O. The product is [Cl:27][C:25]1[CH:24]=[CH:23][C:8]([C:9]([NH:11][CH:12]2[CH:13]3[CH2:14][CH:15]4[CH2:16][C:17]([OH:22])([CH2:18][CH:19]2[CH2:20]4)[CH2:21]3)=[O:10])=[C:7]([O:4][CH2:3][CH2:2][CH3:1])[N:26]=1. The yield is 0.930. (6) The reactants are C([O-])([O-])=O.[Na+].[Na+].[CH2:7]([O:9][NH2:10])[CH3:8].[C:11](O[C:11]([O:13][C:14]([CH3:17])([CH3:16])[CH3:15])=[O:12])([O:13][C:14]([CH3:17])([CH3:16])[CH3:15])=[O:12].Cl. The catalyst is ClCCl.O. The product is [CH2:7]([O:9][NH:10][C:11](=[O:12])[O:13][C:14]([CH3:17])([CH3:16])[CH3:15])[CH3:8]. The yield is 0.900. (7) The reactants are [Br:1][C:2]1[CH:3]=[C:4]2[C:9](=[CH:10][CH:11]=1)[CH2:8][C:7](=O)[CH2:6][CH2:5]2.[BH3-]C#[N:15].[Na+].Cl. The catalyst is CO. The product is [Br:1][C:2]1[CH:3]=[C:4]2[C:9](=[CH:10][CH:11]=1)[CH2:8][CH:7]([NH2:15])[CH2:6][CH2:5]2. The yield is 0.440. (8) The reactants are [C:1]([O:5][C:6]([NH:8][C@H:9]([C:11]1[CH:19]=[CH:18][C:14]([C:15]([OH:17])=O)=[C:13]([Cl:20])[CH:12]=1)[CH3:10])=[O:7])([CH3:4])([CH3:3])[CH3:2].[CH:21]1([NH2:26])[CH2:25][CH2:24][CH2:23][CH2:22]1.CCN=C=NCCCN(C)C.Cl.ON1C2N=CC=CC=2N=N1.CCN(C(C)C)C(C)C. The catalyst is O.CN(C=O)C. The yield is 0.970. The product is [Cl:20][C:13]1[CH:12]=[C:11]([C@@H:9]([NH:8][C:6](=[O:7])[O:5][C:1]([CH3:2])([CH3:3])[CH3:4])[CH3:10])[CH:19]=[CH:18][C:14]=1[C:15](=[O:17])[NH:26][CH:21]1[CH2:25][CH2:24][CH2:23][CH2:22]1.